From a dataset of NCI-60 drug combinations with 297,098 pairs across 59 cell lines. Regression. Given two drug SMILES strings and cell line genomic features, predict the synergy score measuring deviation from expected non-interaction effect. (1) Drug 1: CCC1(CC2CC(C3=C(CCN(C2)C1)C4=CC=CC=C4N3)(C5=C(C=C6C(=C5)C78CCN9C7C(C=CC9)(C(C(C8N6C)(C(=O)OC)O)OC(=O)C)CC)OC)C(=O)OC)O.OS(=O)(=O)O. Drug 2: C1=NC(=NC(=O)N1C2C(C(C(O2)CO)O)O)N. Cell line: NCIH23. Synergy scores: CSS=1.56, Synergy_ZIP=-2.33, Synergy_Bliss=-3.36, Synergy_Loewe=-3.88, Synergy_HSA=-3.88. (2) Drug 1: CCN(CC)CCNC(=O)C1=C(NC(=C1C)C=C2C3=C(C=CC(=C3)F)NC2=O)C. Drug 2: CS(=O)(=O)OCCCCOS(=O)(=O)C. Cell line: A549. Synergy scores: CSS=15.8, Synergy_ZIP=-6.31, Synergy_Bliss=-5.33, Synergy_Loewe=-3.19, Synergy_HSA=-4.02. (3) Synergy scores: CSS=3.13, Synergy_ZIP=-0.0312, Synergy_Bliss=-0.514, Synergy_Loewe=1.79, Synergy_HSA=-0.258. Cell line: CCRF-CEM. Drug 1: C1=CC(=CC=C1C#N)C(C2=CC=C(C=C2)C#N)N3C=NC=N3. Drug 2: CC(C)NC(=O)C1=CC=C(C=C1)CNNC.Cl. (4) Drug 1: CC1=C(C=C(C=C1)C(=O)NC2=CC(=CC(=C2)C(F)(F)F)N3C=C(N=C3)C)NC4=NC=CC(=N4)C5=CN=CC=C5. Drug 2: CN(CCCl)CCCl.Cl. Cell line: SR. Synergy scores: CSS=62.1, Synergy_ZIP=-0.140, Synergy_Bliss=-0.588, Synergy_Loewe=-5.06, Synergy_HSA=0.781. (5) Drug 1: CCCS(=O)(=O)NC1=C(C(=C(C=C1)F)C(=O)C2=CNC3=C2C=C(C=N3)C4=CC=C(C=C4)Cl)F. Drug 2: C1=CN(C(=O)N=C1N)C2C(C(C(O2)CO)O)O.Cl. Cell line: HCT-15. Synergy scores: CSS=9.37, Synergy_ZIP=-7.93, Synergy_Bliss=2.19, Synergy_Loewe=-25.3, Synergy_HSA=0.198. (6) Drug 1: C(CC(=O)O)C(=O)CN.Cl. Drug 2: CN(C(=O)NC(C=O)C(C(C(CO)O)O)O)N=O. Cell line: MCF7. Synergy scores: CSS=1.77, Synergy_ZIP=0.976, Synergy_Bliss=2.58, Synergy_Loewe=-1.13, Synergy_HSA=-1.18.